Task: Regression. Given two drug SMILES strings and cell line genomic features, predict the synergy score measuring deviation from expected non-interaction effect.. Dataset: NCI-60 drug combinations with 297,098 pairs across 59 cell lines (1) Drug 1: C1=NC(=NC(=O)N1C2C(C(C(O2)CO)O)O)N. Drug 2: CC1=C(C(=CC=C1)Cl)NC(=O)C2=CN=C(S2)NC3=CC(=NC(=N3)C)N4CCN(CC4)CCO. Cell line: OVCAR-4. Synergy scores: CSS=33.3, Synergy_ZIP=-9.24, Synergy_Bliss=-2.88, Synergy_Loewe=-1.69, Synergy_HSA=-1.68. (2) Drug 1: CC=C1C(=O)NC(C(=O)OC2CC(=O)NC(C(=O)NC(CSSCCC=C2)C(=O)N1)C(C)C)C(C)C. Drug 2: C1CNP(=O)(OC1)N(CCCl)CCCl. Cell line: HT29. Synergy scores: CSS=54.9, Synergy_ZIP=-0.173, Synergy_Bliss=-2.53, Synergy_Loewe=-66.0, Synergy_HSA=-4.56. (3) Drug 1: CC=C1C(=O)NC(C(=O)OC2CC(=O)NC(C(=O)NC(CSSCCC=C2)C(=O)N1)C(C)C)C(C)C. Drug 2: CC12CCC3C(C1CCC2O)C(CC4=C3C=CC(=C4)O)CCCCCCCCCS(=O)CCCC(C(F)(F)F)(F)F. Cell line: NCI/ADR-RES. Synergy scores: CSS=-1.51, Synergy_ZIP=-0.208, Synergy_Bliss=-1.90, Synergy_Loewe=-3.25, Synergy_HSA=-3.22. (4) Drug 1: C1=C(C(=O)NC(=O)N1)F. Drug 2: CCN(CC)CCCC(C)NC1=C2C=C(C=CC2=NC3=C1C=CC(=C3)Cl)OC. Cell line: 786-0. Synergy scores: CSS=57.8, Synergy_ZIP=3.86, Synergy_Bliss=3.78, Synergy_Loewe=8.88, Synergy_HSA=10.6.